This data is from Full USPTO retrosynthesis dataset with 1.9M reactions from patents (1976-2016). The task is: Predict the reactants needed to synthesize the given product. (1) The reactants are: [Na].[Br:2][C:3]1[CH:8]=[CH:7][C:6]([C:9]2[N:10]=[C:11]([C:15]([OH:17])=O)[N:12]([CH3:14])[CH:13]=2)=[CH:5][CH:4]=1.CN1CCOCC1.ClC(OCC(C)C)=O.Cl.[CH3:34][NH:35][O:36][CH3:37]. Given the product [Br:2][C:3]1[CH:4]=[CH:5][C:6]([C:9]2[N:10]=[C:11]([C:15]([N:35]([CH3:34])[O:36][CH3:37])=[O:17])[N:12]([CH3:14])[CH:13]=2)=[CH:7][CH:8]=1, predict the reactants needed to synthesize it. (2) The reactants are: CCN(C(C)C)C(C)C.[Br:10][C:11]1[CH:19]=[CH:18][CH:17]=[CH:16][C:12]=1[C:13]([OH:15])=O.CCN=C=NCCCN(C)C.C1C=CC2N(O)N=NC=2C=1.[C:41]([O:45][C:46]([N:48]1[CH2:54][CH2:53][CH2:52][NH:51][CH2:50][CH2:49]1)=[O:47])([CH3:44])([CH3:43])[CH3:42]. Given the product [C:41]([O:45][C:46]([N:48]1[CH2:54][CH2:53][CH2:52][N:51]([C:13](=[O:15])[C:12]2[CH:16]=[CH:17][CH:18]=[CH:19][C:11]=2[Br:10])[CH2:50][CH2:49]1)=[O:47])([CH3:44])([CH3:42])[CH3:43], predict the reactants needed to synthesize it. (3) Given the product [C@H:1]1([NH:10][C:11]2[CH:20]=[CH:19][C:18]3[C:13](=[CH:14][CH:15]=[CH:16][C:17]=3[C:22]3[CH:27]=[CH:26][CH:25]=[CH:24][CH:23]=3)[N:12]=2)[C:9]2[C:4](=[CH:5][CH:6]=[CH:7][CH:8]=2)[CH2:3][CH2:2]1, predict the reactants needed to synthesize it. The reactants are: [C@H:1]1([NH:10][C:11]2[CH:20]=[CH:19][C:18]3[C:13](=[CH:14][CH:15]=[CH:16][C:17]=3I)[N:12]=2)[C:9]2[C:4](=[CH:5][CH:6]=[CH:7][CH:8]=2)[CH2:3][CH2:2]1.[C:22]1(B(O)O)[CH:27]=[CH:26][CH:25]=[CH:24][CH:23]=1.C1(P(C2C=CC=CC=2)C2C=CC=CC=2)C=CC=CC=1.